Dataset: Reaction yield outcomes from USPTO patents with 853,638 reactions. Task: Predict the reaction yield, written as a fraction of the theoretical maximum amount of product (1.0 means a 100% yield; for example, 0.34 means a 34% yield). (1) The reactants are [O:1]1[C:5]2[CH:6]=[CH:7][C:8]([C:10]#[C:11][C@@H:12]3[C@H:16]4[O:17][CH2:18][C@H:19]([NH:20][C:21]([NH:23][CH:24]5[CH2:29][CH2:28][CH2:27][CH2:26][CH2:25]5)=[O:22])[C@H:15]4[O:14][CH2:13]3)=[CH:9][C:4]=2[O:3][CH2:2]1.C(OCC)(=O)C.N1C2C(=CC=CC=2)C=CC1=O. The catalyst is [Pd].CC([O-])=O.CC([O-])=O.[Pb+2].C=CCCCC. The product is [O:1]1[C:5]2[CH:6]=[CH:7][C:8](/[CH:10]=[CH:11]\[C@@H:12]3[C@H:16]4[O:17][CH2:18][C@H:19]([NH:20][C:21]([NH:23][CH:24]5[CH2:29][CH2:28][CH2:27][CH2:26][CH2:25]5)=[O:22])[C@H:15]4[O:14][CH2:13]3)=[CH:9][C:4]=2[O:3][CH2:2]1. The yield is 0.840. (2) The reactants are [F:1][C:2]1[C:7]([OH:8])=[CH:6][CH:5]=[C:4]([F:9])[C:3]=1[C:10]([NH2:12])=[O:11].[F:13][C:14]([F:27])([F:26])[C:15]1[CH:16]=[CH:17][C:18]2[S:22][C:21]([CH2:23]O)=[CH:20][C:19]=2[CH:25]=1. No catalyst specified. The product is [F:1][C:2]1[C:7]([O:8][CH2:23][C:21]2[S:22][C:18]3[CH:17]=[CH:16][C:15]([C:14]([F:26])([F:13])[F:27])=[CH:25][C:19]=3[CH:20]=2)=[CH:6][CH:5]=[C:4]([F:9])[C:3]=1[C:10]([NH2:12])=[O:11]. The yield is 0.0300.